Dataset: Experimentally validated miRNA-target interactions with 360,000+ pairs, plus equal number of negative samples. Task: Binary Classification. Given a miRNA mature sequence and a target amino acid sequence, predict their likelihood of interaction. (1) The miRNA is hsa-miR-6848-3p with sequence GUGGUCUCUUGGCCCCCAG. The protein sequence of the target gene is MYDLITGDSIVSAEAVWDHVTMANRELAFKAGDVIKVLDASNKDWWWGQIDDEEGWFPASFVRLWVNQEDGVEEGPSDVQNGHLDPNSDCLCLGRPLQNRDQMRANVINEIMSTERHYIKHLKDICEGYLKQCRKRRDMFSDEQLKVIFGNIEDIYRFQMGFVRDLEKQYNNDDPHLSEIGPCFLEHQDGFWIYSEYCNNHLDACMELSKLMKDSRYQHFFEACRLLQQMIDIAIDGFLLTPVQKICKYPLQLAELLKYTAQDHSDYRYVAAALAVMRNVTQQINERKRRLENIDKIAQW.... Result: 0 (no interaction). (2) The miRNA is mmu-miR-711 with sequence GGGACCCGGGGAGAGAUGUAAG. The protein sequence of the target gene is MGQEPRTLPPSPNWYCARCSDAVPGGLFGFAARTSVFLVRVGPGAGESPGTPPFRVIGELVGHTERVSGFTFSHHPGQYNLCATSSDDGTVKIWDVETKTVVTEHALHQHTISTLHWSPRVKDLIVSGDEKGVVFCYWFNRNDSQHLFIEPRTIFCLTCSPHHEDLVAIGYKDGIVVIIDISKKGEVIHRLRGHDDEIHSIAWCPLPGEDCLSINQEETSEEAEITNGNAVAQAPVTKGCYLATGSKDQTIRIWSCSRGRGVMILKLPFLKRRGGGIDPTVKERLWLTLHWPSNQPTQLV.... Result: 0 (no interaction). (3) The miRNA is hsa-miR-148a-5p with sequence AAAGUUCUGAGACACUCCGACU. The protein sequence of the target gene is MACWPQLRLLLWKNLTFRRRQTCQLLLEVAWPLFIFLILISVRLSYPPYEQHECHFPNKAMPSAGTLPWVQGIICNANNPCFRYPTPGEAPGVVGNFNKSIVARLFSDARRLLLYSQKDTSMKDMRKVLRTLQQIKKSSSNLKLQDFLVDNETFSGFLYHNLSLPKSTVDKMLRADVILHKVFLQGYQLHLTSLCNGSKSEEMIQLGDQEVSELCGLPREKLAAAERVLRSNMDILKPILRTLNSTSPFPSKELAEATKTLLHSLGTLAQELFSMRSWSDMRQEVMFLTNVNSSSSSTQI.... Result: 1 (interaction). (4) The protein sequence of the target gene is MKLIIGIGGVTNGGKTTLTNSLLKALPNCCVIHQDDFFKPQDQIAVGEDGFKQWDVLESLDMETMLSTVQAWVKDPHKFARAHGVSLQSGASDTHVLLLEGFLLYSYRPLVDLYSQRYFLTVPYEECKRRRRSRTYMVPDPPGLFDGHVWPMYQKYRREMEQDGVEVVYLDGMKSPEGLFHQVLEDIQNRLLNTS. The miRNA is mmu-miR-532-3p with sequence CCUCCCACACCCAAGGCUUGCA. Result: 0 (no interaction). (5) The miRNA is hsa-miR-579-3p with sequence UUCAUUUGGUAUAAACCGCGAUU. The protein sequence of the target gene is MADAWEEIRRLAADFQRAQFAEATQRLSERNCIEIVNKLIAQKQLEVVHTLDGKEYITPAQISKEMRDELHVRGGRVNIVDLQQVINVDLIHIENRIGDIIKSEKHVQLVLGQLIDENYLDRLAEEVNDKLQESGQVTISELCKTYDLPGNFLTQALTQRLGRIISGHIDLDNRGVIFTEAFVARHKARIRGLFSAITRPTAVNSLISKYGFQEQLLYSVLEELVNSGRLRGTVVGGRQDKAVFVPDIYSRTQSTWVDSFFRQNGYLEFDALSRLGIPDAVSYIKKRYKTTQLLFLKAAC.... Result: 1 (interaction). (6) Result: 0 (no interaction). The protein sequence of the target gene is MENWPTPSELVNTGFQSVLSQGNKKPQNRKEKEEKVEKRSNSDSKENRETKLNGPGENVSEDEAQSSNQRKRANKHKWVPLHLDVVRSESQERPGSRNSSRCQPEANKPTHNNRRNDTRSWKRDREKRDDQDDVSSVRSEGGNIRGSFRGRGRGRGRGRGRGRGNPRLNFDYSYGYQEHGERTDQPFQTELNTSMMYYYDDGTGVQVYPVEEALLKEYIKRQIEYYFSVENLERDFFLRGKMDEQGFLPISLIAGFQRVQALTTNLNLILEALKDSTEVEIVDEKMRKKIEPEKWPIPGP.... The miRNA is hsa-miR-378d with sequence ACUGGACUUGGAGUCAGAAA. (7) The miRNA is mmu-miR-335-3p with sequence UUUUUCAUUAUUGCUCCUGACC. The protein sequence of the target gene is MAATLLRAKPKVTVSFEDVSVYFTKTEWRLLDLKQRTLYKQVMLENYSHLVSVGFAFSKPNLVSQLERGEKPWIRDDGMESAARSCAGNRIKTKTLTSKPKLFGRGLLRNTSRSSLQRRPHDFRPNPIVRYQHSRIADKRYLCQQCGKSFSRSFNLIKHRIIHSREKPYECSECGKQFQRSLALLEHQRIHSGDKPYECGECGKTFTRSSNLVKHQVIHSSEMPFVCRMCGKVFRRSFALLEHTRIHSGERPFECTECGKAFSRSSNLIEHQRIHSGQKPYICKECGKAFKGVSQLIHHQ.... Result: 1 (interaction). (8) The miRNA is hsa-miR-4418 with sequence CACUGCAGGACUCAGCAG. The protein sequence of the target gene is MAERGGDGGESERFNPGELRMAQQQALRFRGPAPPPNAVMRGPPPLMRPPPPFGMMRGPPPPPRPPFGRPPFDPNMPPMPPPGGIPPPMGPPHLQRPPFMPPPMSSMPPPPGMMFPPGMPPVTAPGTPALPPTEEIWVENKTPDGKVYYYNARTRESAWTKPDGVKVIQQSELTPMLAAQAQVQAQAQAQAQAQAQAQAQAQAQAQAQAQAQAQAQAQAQAQAQAQAQAQAQAQAQAQAQAQVQAQVQAQVQAQAVGASTPTTSSPAPAVSTSTSSSTPSSTTSTTTTATSVAQTVSTPT.... Result: 1 (interaction). (9) The miRNA is hsa-miR-4477b with sequence AUUAAGGACAUUUGUGAUUGAU. The protein sequence of the target gene is MLLGFRRGRRSHFKHIIHGLLPAASVAPKAAVPRTPPPRSPNPSPERPRSALAAAILATTLTGRTVAIPQPRQRSRSESDVSSVEQDSFIEPYATTSQLRPRPNWQSEMGRRSSLPSFETLDYGDEEDIETQLSSSGKELGDVSAREDRGGHSDDLYAVPHRNQVPLLHEVNSEDDENISHQDGFPGSPPAPQRTQQKDGKHPVLNLKDEKPPLCEKPPPSPDITGRARQRYTEITREKFEALKEENMDLNNMNQSLTLELNTMKQAMKELQLKLKGMEKEKRKLKEAEKASSQEVAAPE.... Result: 0 (no interaction). (10) The miRNA is hsa-miR-937-3p with sequence AUCCGCGCUCUGACUCUCUGCC. The protein sequence of the target gene is MPVSKCPKKSESLWKGWDRKAQRNGLRSQVYAVNGDYYVGEWKDNVKHGKGTQVWKKKGAIYEGDWKFGKRDGYGTLSLPDQQTGKCRRVYSGWWKGDKKSGYGIQFFGPKEYYEGDWCGSQRSGWGRMYYSNGDIYEGQWENDKPNGEGMLRLKNGNRYEGCWERGMKNGAGRFFHLDHGQLFEGFWVDNMAKCGTMIDFGRDEAPEPTQFPIPEVKILDPDGVLAEALAMFRKTEEGD. Result: 0 (no interaction).